From a dataset of hERG potassium channel inhibition data for cardiac toxicity prediction from Karim et al.. Regression/Classification. Given a drug SMILES string, predict its toxicity properties. Task type varies by dataset: regression for continuous values (e.g., LD50, hERG inhibition percentage) or binary classification for toxic/non-toxic outcomes (e.g., AMES mutagenicity, cardiotoxicity, hepatotoxicity). Dataset: herg_karim. (1) The compound is O=C1COc2ccccc2N1CCCN1CCC(n2c(=O)[nH]c3cnccc32)CC1. The result is 0 (non-blocker). (2) The compound is O=C(NCCN1CCCC1)c1ccc(CN2CCC(NC(=O)c3cc(=O)c4ccc(F)cc4o3)CC2)c(Cl)c1. The result is 0 (non-blocker). (3) The molecule is COc1cc(N)c(Cl)cc1C(=O)N[C@H]1CCN(CCCn2ncnn2)C[C@H]1OC. The result is 0 (non-blocker). (4) The compound is COCC(O)CN(Cc1ccc(F)cc1)C(=O)CC1CCN(Cc2ccc(-c3ccc(Cl)cc3)o2)CC1. The result is 1 (blocker). (5) The molecule is CC(C)(C)c1cc(NC(=O)n2ccc3cc(Oc4ncnc5c4CCNC5)ccc32)no1. The result is 1 (blocker). (6) The drug is COc1ccc2ncc(F)c(C(CO)CC34CCC(NCc5ccc6c(n5)NC(=O)CO6)(CC3)CO4)c2n1. The result is 0 (non-blocker).